Dataset: Full USPTO retrosynthesis dataset with 1.9M reactions from patents (1976-2016). Task: Predict the reactants needed to synthesize the given product. (1) Given the product [NH2:17][CH:18]([C:23]1[CH:28]=[CH:27][C:26]([O:29][CH2:30][C:31]2[CH:36]=[CH:35][CH:34]=[CH:33][CH:32]=2)=[C:25]([O:37][CH3:38])[CH:24]=1)[CH2:19][C:20]([O:22][CH3:2])=[O:21], predict the reactants needed to synthesize it. The reactants are: N[CH:2](C1C=CC(OC)=C(OC)C=1)CC(O)=O.[NH2:17][CH:18]([C:23]1[CH:28]=[CH:27][C:26]([O:29][CH2:30][C:31]2[CH:36]=[CH:35][CH:34]=[CH:33][CH:32]=2)=[C:25]([O:37][CH3:38])[CH:24]=1)[CH2:19][C:20]([OH:22])=[O:21]. (2) Given the product [CH3:23][N:26]([CH3:27])[C:19]([NH:1][C:2]1[CH:7]=[C:6]([F:8])[CH:5]=[CH:4][C:3]=1[C:9]1[CH:14]=[CH:13][C:12]([C:15]([O:17][CH3:18])=[O:16])=[CH:11][CH:10]=1)=[O:20], predict the reactants needed to synthesize it. The reactants are: [NH2:1][C:2]1[CH:7]=[C:6]([F:8])[CH:5]=[CH:4][C:3]=1[C:9]1[CH:14]=[CH:13][C:12]([C:15]([O:17][CH3:18])=[O:16])=[CH:11][CH:10]=1.[C:19](Cl)(Cl)=[O:20].[CH:23]([N:26](CC)[CH:27](C)C)(C)C.CNC. (3) Given the product [Br:1][C:2]1[CH:3]=[C:4]2[CH:10]=[N:9][N:8]([C:11]([O:13][C:14]([CH3:17])([CH3:16])[CH3:15])=[O:12])[C:5]2=[N:6][CH:7]=1, predict the reactants needed to synthesize it. The reactants are: [Br:1][C:2]1[CH:3]=[C:4]2[CH:10]=[N:9][NH:8][C:5]2=[N:6][CH:7]=1.[C:11](O[C:11]([O:13][C:14]([CH3:17])([CH3:16])[CH3:15])=[O:12])([O:13][C:14]([CH3:17])([CH3:16])[CH3:15])=[O:12]. (4) The reactants are: [CH2:1]([N:8]1[CH:17]=[CH:16][C:15]2[C:10](=[CH:11][CH:12]=[CH:13][C:14]=2[N+:18]([O-])=O)[C:9]1=[O:21])[C:2]1[CH:7]=[CH:6][CH:5]=[CH:4][CH:3]=1.N#N.[H][H]. Given the product [NH2:18][C:14]1[CH:13]=[CH:12][CH:11]=[C:10]2[C:15]=1[CH:16]=[CH:17][N:8]([CH2:1][C:2]1[CH:7]=[CH:6][CH:5]=[CH:4][CH:3]=1)[C:9]2=[O:21], predict the reactants needed to synthesize it. (5) Given the product [ClH:1].[C:2]([C:6]1[CH:11]=[CH:10][N:9]=[CH:8][CH:7]=1)([CH3:5])([CH3:4])[CH3:3], predict the reactants needed to synthesize it. The reactants are: [ClH:1].[C:2]([C:6]1[CH:11]=[CH:10][N:9]=[CH:8][CH:7]=1)([CH3:5])([CH3:4])[CH3:3]. (6) Given the product [N:27]1[CH:28]=[CH:29][CH:30]=[C:25]([NH:1][C:2]2[CH:3]=[C:4]([CH:21]=[CH:22][CH:23]=2)[O:5][C:6]2[CH:7]=[CH:8][C:9]3[N:10]([CH:12]=[C:13]([NH:15][C:16]([CH:18]4[CH2:20][CH2:19]4)=[O:17])[N:14]=3)[CH:11]=2)[CH:26]=1, predict the reactants needed to synthesize it. The reactants are: [NH2:1][C:2]1[CH:3]=[C:4]([CH:21]=[CH:22][CH:23]=1)[O:5][C:6]1[CH:7]=[CH:8][C:9]2[N:10]([CH:12]=[C:13]([NH:15][C:16]([CH:18]3[CH2:20][CH2:19]3)=[O:17])[N:14]=2)[CH:11]=1.Br[C:25]1[CH:26]=[N:27][CH:28]=[CH:29][CH:30]=1.CC(C)([O-])C.[K+].C1(C)C=CC=CC=1. (7) Given the product [CH2:46]([O:48][C:49](=[O:70])[C@H:50]([O:52][C:53]1[CH:58]=[C:57]([NH:5][S:2]([CH3:1])(=[O:4])=[O:3])[N:56]=[C:55]([S:60][CH2:61][C:62]2[CH:67]=[CH:66][CH:65]=[C:64]([F:68])[C:63]=2[F:69])[N:54]=1)[CH3:51])[CH3:47], predict the reactants needed to synthesize it. The reactants are: [CH3:1][S:2]([NH2:5])(=[O:4])=[O:3].C1(P(C2CCCCC2)C2C=CC=CC=2C2C(C(C)C)=CC(C(C)C)=CC=2C(C)C)CCCCC1.C(=O)([O-])[O-].[Cs+].[Cs+].[CH2:46]([O:48][C:49](=[O:70])[C@H:50]([O:52][C:53]1[CH:58]=[C:57](Cl)[N:56]=[C:55]([S:60][CH2:61][C:62]2[CH:67]=[CH:66][CH:65]=[C:64]([F:68])[C:63]=2[F:69])[N:54]=1)[CH3:51])[CH3:47]. (8) Given the product [Br:9][C:10]1[CH:15]=[CH:14][C:13]([F:16])=[C:12]([I:18])[C:11]=1[Br:17], predict the reactants needed to synthesize it. The reactants are: [Li+].CC([N-]C(C)C)C.[Br:9][C:10]1[CH:15]=[CH:14][C:13]([F:16])=[CH:12][C:11]=1[Br:17].[I:18]I. (9) The reactants are: N=C=N.[C:4]([O:8][C:9]([NH:11][CH2:12][CH2:13][CH2:14]C(O)=O)=[O:10])([CH3:7])([CH3:6])[CH3:5].C1C=CC2N([OH:27])N=NC=2C=1.C([N:35]1[CH2:40][CH2:39][N:38]([CH2:41][CH2:42][CH2:43][C:44]([O:46][CH3:47])=[O:45])[CH2:37][CH2:36]1)C1C=CC=CC=1.C(O)C(N)(CO)CO. Given the product [C:4]([O:8][C:9]([NH:11][CH2:12][CH2:13][C:14]([N:35]1[CH2:40][CH2:39][N:38]([CH2:41][CH2:42][CH2:43][C:44]([O:46][CH3:47])=[O:45])[CH2:37][CH2:36]1)=[O:27])=[O:10])([CH3:5])([CH3:6])[CH3:7], predict the reactants needed to synthesize it.